Dataset: Full USPTO retrosynthesis dataset with 1.9M reactions from patents (1976-2016). Task: Predict the reactants needed to synthesize the given product. (1) Given the product [CH:6]([C:5]1[CH:8]=[CH:9][C:2]([N:21]2[CH2:20][CH2:19][N:18]([C:11]([O:13][C:14]([CH3:17])([CH3:16])[CH3:15])=[O:12])[CH2:23][CH2:22]2)=[CH:3][C:4]=1[OH:10])=[O:7], predict the reactants needed to synthesize it. The reactants are: F[C:2]1[CH:9]=[CH:8][C:5]([CH:6]=[O:7])=[C:4]([OH:10])[CH:3]=1.[C:11]([N:18]1[CH2:23][CH2:22][NH:21][CH2:20][CH2:19]1)([O:13][C:14]([CH3:17])([CH3:16])[CH3:15])=[O:12].C([O-])([O-])=O.[K+].[K+]. (2) Given the product [CH3:23][S:24]([C:27]1[CH:32]=[CH:31][C:30]([C:2]2[CH:3]=[CH:4][C:5]([NH:8][CH2:9][CH:10]3[CH2:15][CH2:14][N:13]([C:16]([O:18][C:19]([CH3:22])([CH3:21])[CH3:20])=[O:17])[CH2:12][CH2:11]3)=[N:6][CH:7]=2)=[CH:29][CH:28]=1)(=[O:26])=[O:25], predict the reactants needed to synthesize it. The reactants are: Br[C:2]1[CH:3]=[CH:4][C:5]([NH:8][CH2:9][CH:10]2[CH2:15][CH2:14][N:13]([C:16]([O:18][C:19]([CH3:22])([CH3:21])[CH3:20])=[O:17])[CH2:12][CH2:11]2)=[N:6][CH:7]=1.[CH3:23][S:24]([C:27]1[CH:32]=[CH:31][C:30](B(O)O)=[CH:29][CH:28]=1)(=[O:26])=[O:25].